This data is from Catalyst prediction with 721,799 reactions and 888 catalyst types from USPTO. The task is: Predict which catalyst facilitates the given reaction. (1) Reactant: [C:1]([N:20]1[CH:24]=[C:23]([C:25](=[O:27])[CH3:26])[N:22]=[CH:21]1)([C:14]1[CH:19]=[CH:18][CH:17]=[CH:16][CH:15]=1)([C:8]1[CH:13]=[CH:12][CH:11]=[CH:10][CH:9]=1)[C:2]1[CH:7]=[CH:6][CH:5]=[CH:4][CH:3]=1.[CH3:28][N:29]([CH:31](OC)OC)[CH3:30]. Product: [CH3:28][N:29]([CH3:31])/[CH:30]=[CH:26]/[C:25]([C:23]1[N:22]=[CH:21][N:20]([C:1]([C:14]2[CH:15]=[CH:16][CH:17]=[CH:18][CH:19]=2)([C:8]2[CH:9]=[CH:10][CH:11]=[CH:12][CH:13]=2)[C:2]2[CH:7]=[CH:6][CH:5]=[CH:4][CH:3]=2)[CH:24]=1)=[O:27]. The catalyst class is: 5. (2) Reactant: Cl[C:2](=[O:9])[CH2:3][CH2:4][C:5]([O:7][CH3:8])=[O:6].ClC(F)(F)C([NH:14][C:15]1[CH:20]=[CH:19][CH:18]=[C:17]([C:21]#[C:22][C:23]2[C:24]([NH:29][C:30]3[CH:35]=[CH:34][C:33]([O:36][CH2:37][C:38]4[CH:43]=[CH:42][CH:41]=[C:40]([F:44])[CH:39]=4)=[C:32]([Cl:45])[CH:31]=3)=[N:25][CH:26]=[N:27][CH:28]=2)[N:16]=1)=O.CCN(C(C)C)C(C)C.C([O-])(O)=O.[Na+]. The catalyst class is: 2. Product: [Cl:45][C:32]1[CH:31]=[C:30]([CH:35]=[CH:34][C:33]=1[O:36][CH2:37][C:38]1[CH:43]=[CH:42][CH:41]=[C:40]([F:44])[CH:39]=1)[NH:29][C:24]1[C:23]([C:22]#[C:21][C:17]2[N:16]=[C:15]([NH:14][C:2](=[O:9])[CH2:3][CH2:4][C:5]([O:7][CH3:8])=[O:6])[CH:20]=[CH:19][CH:18]=2)=[CH:28][N:27]=[CH:26][N:25]=1. (3) Reactant: Cl[CH2:2][CH2:3][N:4]1[C:8]2=[N:9][CH:10]=[N:11][C:12]([NH2:13])=[C:7]2[CH:6]=[N:5]1.Cl.[C:15]([CH:19]1[CH2:24][CH2:23][NH:22][CH2:21][CH2:20]1)([CH3:18])([CH3:17])[CH3:16].C([O-])([O-])=O.[K+].[K+].[Na+].[I-]. Product: [C:15]([CH:19]1[CH2:24][CH2:23][N:22]([CH2:2][CH2:3][N:4]2[C:8]3=[N:9][CH:10]=[N:11][C:12]([NH2:13])=[C:7]3[CH:6]=[N:5]2)[CH2:21][CH2:20]1)([CH3:18])([CH3:17])[CH3:16]. The catalyst class is: 3. (4) Reactant: [F:1][C:2]1[CH:7]=[CH:6][C:5]([N:8]2[C:12]([C:13](OCC)=[O:14])=[CH:11][N:10]=[CH:9]2)=[CH:4][CH:3]=1.[H-].C([Al+]CC(C)C)C(C)C.O.O.O.O.O.O.O.O.O.O.S([O-])([O-])(=O)=O.[Na+].[Na+]. Product: [F:1][C:2]1[CH:3]=[CH:4][C:5]([N:8]2[C:12]([CH2:13][OH:14])=[CH:11][N:10]=[CH:9]2)=[CH:6][CH:7]=1. The catalyst class is: 7. (5) Reactant: [N:1]1[CH:6]=[CH:5][CH:4]=[CH:3][C:2]=1[O:7][CH2:8][C:9]1[CH:27]=[CH:26][C:12]([CH2:13][C:14]2[CH:18]=[C:17]([C:19]3[C:20]([NH2:25])=[N:21][CH:22]=[CH:23][CH:24]=3)[O:16][N:15]=2)=[CH:11][CH:10]=1.[CH2:28]([O:30][C:31](=[O:46])[C@@H:32]([NH:38][C:39]([O:41][C:42]([CH3:45])([CH3:44])[CH3:43])=[O:40])[CH2:33][CH2:34][C:35](O)=[O:36])[CH3:29].CN1CCOCC1.F[P-](F)(F)(F)(F)F.N1(OC(N(C)C)=[N+](C)C)C2N=CC=CC=2N=N1. Product: [CH2:28]([O:30][C:31](=[O:46])[C@@H:32]([NH:38][C:39]([O:41][C:42]([CH3:45])([CH3:44])[CH3:43])=[O:40])[CH2:33][CH2:34][C:35](=[O:36])[NH:25][C:20]1[C:19]([C:17]2[O:16][N:15]=[C:14]([CH2:13][C:12]3[CH:26]=[CH:27][C:9]([CH2:8][O:7][C:2]4[CH:3]=[CH:4][CH:5]=[CH:6][N:1]=4)=[CH:10][CH:11]=3)[CH:18]=2)=[CH:24][CH:23]=[CH:22][N:21]=1)[CH3:29]. The catalyst class is: 192. (6) Reactant: [F:1][C:2]1[CH:3]=[C:4]([C:9]2[C:18]([N:19]3[CH2:23][CH2:22][CH2:21][C@@H:20]3[CH3:24])=[N:17][C:16]3[C:11](=[CH:12][CH:13]=[C:14]([C:25]([O:27]C)=[O:26])[CH:15]=3)[N:10]=2)[CH:5]=[CH:6][C:7]=1[F:8].[OH-].[Na+].Cl. Product: [F:1][C:2]1[CH:3]=[C:4]([C:9]2[C:18]([N:19]3[CH2:23][CH2:22][CH2:21][C@@H:20]3[CH3:24])=[N:17][C:16]3[C:11](=[CH:12][CH:13]=[C:14]([C:25]([OH:27])=[O:26])[CH:15]=3)[N:10]=2)[CH:5]=[CH:6][C:7]=1[F:8]. The catalyst class is: 24. (7) Reactant: [F:1][CH:2]([F:26])[C:3]1[O:4][C:5]([C:16]2[CH:25]=[CH:24][C:19]([O:20][CH2:21][CH2:22][OH:23])=[CH:18][CH:17]=2)=[C:6]([C:8]2[CH:9]=[N:10][C:11]([O:14][CH3:15])=[CH:12][CH:13]=2)[N:7]=1.C(N(CC)CC)C.[CH3:34][S:35](Cl)(=[O:37])=[O:36]. Product: [CH3:34][S:35]([O:23][CH2:22][CH2:21][O:20][C:19]1[CH:24]=[CH:25][C:16]([C:5]2[O:4][C:3]([CH:2]([F:1])[F:26])=[N:7][C:6]=2[C:8]2[CH:9]=[N:10][C:11]([O:14][CH3:15])=[CH:12][CH:13]=2)=[CH:17][CH:18]=1)(=[O:37])=[O:36]. The catalyst class is: 4. (8) Reactant: [CH2:1]([O:3][C:4](=[O:24])[CH2:5][C@@H:6]([NH:13][C:14]1[C:19]([N+:20]([O-])=O)=[CH:18][CH:17]=[C:16](C)[N:15]=1)[C:7]1[CH:12]=[CH:11][CH:10]=[CH:9][CH:8]=1)[CH3:2].C[C:26]1[C:27]([CH3:42])=[C:28](C)[C:29]([CH3:40])=[C:30]2[C:34]=1[N:33]([CH3:35])[C:32](C)=[C:31]2[CH2:37]NI.[C:43]([O-])([O-])=[O:44].[K+].[K+]. Product: [CH2:1]([O:3][C:4](=[O:24])[CH2:5][C@@H:6]([N:13]1[C:14]2=[N:15][CH:16]=[CH:17][CH:18]=[C:19]2[N:20]([CH2:37][C:31]2[C:30]3[C:34](=[CH:26][C:27]([CH3:42])=[CH:28][C:29]=3[CH3:40])[N:33]([CH3:35])[CH:32]=2)[C:43]1=[O:44])[C:7]1[CH:8]=[CH:9][CH:10]=[CH:11][CH:12]=1)[CH3:2]. The catalyst class is: 3.